This data is from Full USPTO retrosynthesis dataset with 1.9M reactions from patents (1976-2016). The task is: Predict the reactants needed to synthesize the given product. (1) Given the product [CH:1]1[CH:6]=[N:5][C:4]([N:7]2[CH2:8][CH2:9][N:10]([CH2:13][CH2:14][CH2:15][CH2:16][N:17]3[C:27](=[O:28])[CH:26]([OH:29])[C:21]4([CH2:25][CH2:24][CH2:23][CH2:22]4)[CH2:20][C:18]3=[O:19])[CH2:11][CH2:12]2)=[N:3][CH:2]=1.[CH:1]1[CH:6]=[N:5][C:4]([N:7]2[CH2:12][CH2:11][N:10]([CH2:13][CH2:14][CH2:15][CH2:16][N:17]3[C:27](=[O:28])[CH2:26][C:21]4([CH2:22][CH2:23][CH2:24][CH2:25]4)[CH2:20][C:18]3=[O:19])[CH2:9][CH2:8]2)=[N:3][CH:2]=1, predict the reactants needed to synthesize it. The reactants are: [CH:1]1[CH:2]=[N:3][C:4]([N:7]2[CH2:12][CH2:11][N:10]([CH2:13][CH2:14][CH2:15][CH2:16][N:17]3[C:27](=[O:28])[CH:26]([OH:29])[C:21]4([CH2:25][CH2:24][CH2:23][CH2:22]4)[CH2:20][C:18]3=[O:19])[CH2:9][CH2:8]2)=[N:5][CH:6]=1. (2) Given the product [Cl:1][C:2]1[CH:3]=[C:4]([C:9]2[O:13][N:12]=[CH:11][C:10]=2[CH2:14][OH:15])[CH:5]=[CH:6][C:7]=1[F:8], predict the reactants needed to synthesize it. The reactants are: [Cl:1][C:2]1[CH:3]=[C:4]([C:9]2[O:13][N:12]=[CH:11][C:10]=2[C:14](OCC)=[O:15])[CH:5]=[CH:6][C:7]=1[F:8].[H-].C([Al+]CC(C)C)C(C)C.Cl. (3) Given the product [CH2:40]([N:42]([CH2:46][CH3:47])[CH2:43][CH2:44][NH:45][C:33]([C:32]1[CH:31]=[C:30]([S:27]([CH3:29])(=[O:28])=[N:26][C:24](=[O:25])[C:20]2[CH:19]=[C:18]([C:17]#[C:16][C:12]3[CH:13]=[CH:14][CH:15]=[C:10]([NH:9][C:7]([C:6]4[N:2]([CH3:1])[N:3]=[C:4]([CH3:39])[CH:5]=4)=[O:8])[CH:11]=3)[CH:23]=[N:22][CH:21]=2)[CH:38]=[CH:37][CH:36]=1)=[O:34])[CH3:41], predict the reactants needed to synthesize it. The reactants are: [CH3:1][N:2]1[C:6]([C:7]([NH:9][C:10]2[CH:11]=[C:12]([C:16]#[C:17][C:18]3[CH:19]=[C:20]([C:24]([N:26]=[S:27]([C:30]4[CH:31]=[C:32]([CH:36]=[CH:37][CH:38]=4)[C:33](O)=[O:34])([CH3:29])=[O:28])=[O:25])[CH:21]=[N:22][CH:23]=3)[CH:13]=[CH:14][CH:15]=2)=[O:8])=[CH:5][C:4]([CH3:39])=[N:3]1.[CH2:40]([N:42]([CH2:46][CH3:47])[CH2:43][CH2:44][NH2:45])[CH3:41].C(N(CC)C(C)C)(C)C.F[P-](F)(F)(F)(F)F.N1(O[P+](N(C)C)(N(C)C)N(C)C)C2C=CC=CC=2N=N1.